Dataset: Full USPTO retrosynthesis dataset with 1.9M reactions from patents (1976-2016). Task: Predict the reactants needed to synthesize the given product. (1) Given the product [C:1]([O:5][C:6]([N:8]1[CH2:9][CH2:10][N:11]([C:14]2[CH:19]=[CH:18][C:17]([OH:20])=[CH:16][C:15]=2[CH2:22][CH3:23])[CH2:12][CH2:13]1)=[O:7])([CH3:4])([CH3:3])[CH3:2], predict the reactants needed to synthesize it. The reactants are: [C:1]([O:5][C:6]([N:8]1[CH2:13][CH2:12][N:11]([C:14]2[CH:19]=[CH:18][C:17]([O:20]C)=[CH:16][C:15]=2[CH2:22][CH3:23])[CH2:10][CH2:9]1)=[O:7])([CH3:4])([CH3:3])[CH3:2].CC(OC(OC(OC(C)(C)C)=O)=O)(C)C.C(N(CC)CC)C.CCOC(C)=O.CCCCCC. (2) Given the product [CH2:16]1[C:17](=[O:18])[N:12]([O:11][C:9]([O:8][N:5]2[C:3](=[O:4])[CH2:2][CH2:1][C:6]2=[O:7])=[O:10])[C:13](=[O:14])[CH2:15]1.[N:26]1([CH2:31][CH2:32][N:34]([C:35]2[CH:54]=[CH:53][CH:52]=[C:37]([CH2:38][C:39]3[C:44](=[O:45])[CH:43]=[CH:42][N:41]([C:46]4[CH:47]=[N:48][N:49]([CH3:51])[CH:50]=4)[N:40]=3)[CH:36]=2)[C:9](=[O:8])[O-:10])[CH:30]=[CH:29][N:28]=[CH:27]1, predict the reactants needed to synthesize it. The reactants are: [CH2:1]1[C:6](=[O:7])[N:5]([O:8][C:9]([O:11][N:12]2[C:17](=[O:18])[CH2:16][CH2:15][C:13]2=[O:14])=[O:10])[C:3](=[O:4])[CH2:2]1.C(N(CC)CC)C.[N:26]1([CH2:31][CH2:32]O)[CH:30]=[CH:29][N:28]=[CH:27]1.[NH2:34][C:35]1[CH:36]=[C:37]([CH:52]=[CH:53][CH:54]=1)[CH2:38][C:39]1[C:44](=[O:45])[CH:43]=[CH:42][N:41]([C:46]2[CH:47]=[N:48][N:49]([CH3:51])[CH:50]=2)[N:40]=1. (3) The reactants are: [C:1]([Si:5]([CH3:16])([CH3:15])[N:6]1[C:10]2=[N:11][CH:12]=[CH:13][CH:14]=[C:9]2[CH2:8][CH2:7]1)([CH3:4])([CH3:3])[CH3:2].N1C=CC=CC=1.[Br:23]Br. Given the product [Br:23][C:13]1[CH:14]=[C:9]2[CH2:8][CH2:7][N:6]([Si:5]([C:1]([CH3:4])([CH3:3])[CH3:2])([CH3:16])[CH3:15])[C:10]2=[N:11][CH:12]=1, predict the reactants needed to synthesize it.